Dataset: Full USPTO retrosynthesis dataset with 1.9M reactions from patents (1976-2016). Task: Predict the reactants needed to synthesize the given product. (1) Given the product [N+:3]([C:6]1[N:7]=[C:8]([CH:11]([C:13]2[CH:19]=[CH:24][CH:23]=[CH:22][CH:21]=2)[C:26]([OH:28])=[O:1])[NH:9][CH:10]=1)([O-:5])=[O:4], predict the reactants needed to synthesize it. The reactants are: [OH-:1].[Li+].[N+:3]([C:6]1[N:7]=[C:8]([C:11]([CH:13]([C:19]2[CH:24]=[CH:23][CH:22]=[CH:21]C=2)C(OCC)=O)=O)[NH:9][CH:10]=1)([O-:5])=[O:4].O.[CH2:26]([OH:28])C. (2) Given the product [C:10]([CH:12]([CH:1]1[C:2]([Cl:3])=[C:4]([Cl:5])[C:6](=[O:7])[O:9]1)[C:13]([NH2:15])=[O:14])#[N:11], predict the reactants needed to synthesize it. The reactants are: [C:1]([OH:9])(=O)/[C:2](=[C:4](\[CH:6]=[O:7])/[Cl:5])/[Cl:3].[C:10]([CH2:12][C:13]([NH2:15])=[O:14])#[N:11].[OH-].[Na+].Cl. (3) The reactants are: [CH3:1][O:2][C:3]([C:5]1[C:13]([Cl:14])=[C:12]2[C:8]([C:9]([CH:23]3[CH2:28][CH2:27][CH2:26][CH2:25][CH2:24]3)=[C:10]([C:15]3[CH:20]=[CH:19][C:18]([O:21][CH3:22])=[CH:17][CH:16]=3)[NH:11]2)=[CH:7][CH:6]=1)=[O:4].[H-].[Na+].Br[CH2:32][CH2:33][O:34][Si:35]([C:38]([CH3:41])([CH3:40])[CH3:39])([CH3:37])[CH3:36].Cl. Given the product [CH3:1][O:2][C:3]([C:5]1[C:13]([Cl:14])=[C:12]2[C:8]([C:9]([CH:23]3[CH2:28][CH2:27][CH2:26][CH2:25][CH2:24]3)=[C:10]([C:15]3[CH:20]=[CH:19][C:18]([O:21][CH3:22])=[CH:17][CH:16]=3)[N:11]2[CH2:32][CH2:33][O:34][Si:35]([C:38]([CH3:41])([CH3:40])[CH3:39])([CH3:37])[CH3:36])=[CH:7][CH:6]=1)=[O:4], predict the reactants needed to synthesize it. (4) The reactants are: [O:1]1CCCO[CH:2]1[C:7]1[CH:8]=[CH:9][C:10]([C:13]2[S:21][C:20]3[C:15](=[N:16][CH:17]=[CH:18][C:19]=3[O:22][C:23]3[CH:28]=[CH:27][C:26]([NH:29][C:30]([NH:32][C:33](=[O:42])[CH2:34][C:35]4[CH:40]=[CH:39][C:38]([F:41])=[CH:37][CH:36]=4)=[S:31])=[CH:25][C:24]=3[F:43])[CH:14]=2)=[N:11][CH:12]=1. Given the product [F:43][C:24]1[CH:25]=[C:26]([NH:29][C:30]([NH:32][C:33](=[O:42])[CH2:34][C:35]2[CH:36]=[CH:37][C:38]([F:41])=[CH:39][CH:40]=2)=[S:31])[CH:27]=[CH:28][C:23]=1[O:22][C:19]1[CH:18]=[CH:17][N:16]=[C:15]2[CH:14]=[C:13]([C:10]3[CH:9]=[CH:8][C:7]([CH:2]=[O:1])=[CH:12][N:11]=3)[S:21][C:20]=12, predict the reactants needed to synthesize it. (5) Given the product [CH2:1]([O:8][C:9]1[CH:10]=[C:11]([C:31](=[O:33])[NH:72][C:73]2[NH:74][CH:75]=[CH:76][N:77]=2)[C:12]2[NH:16][C:15]([NH:17][C:66]([C:64]3[N:60]=[CH:61][C:63]4[C:45]([CH:65]=3)=[CH:46][CH:47]=[CH:48][CH:43]=4)=[O:68])=[N:14][C:13]=2[CH:30]=1)[C:2]1[CH:3]=[CH:4][CH:5]=[CH:6][CH:7]=1, predict the reactants needed to synthesize it. The reactants are: [CH2:1]([O:8][C:9]1[CH:10]=[C:11]([C:31]([OH:33])=O)[C:12]2[NH:16][C:15]([NH:17]C(C3N=CC4C(C=3)=CC=CC=4)=O)=[N:14][C:13]=2[CH:30]=1)[C:2]1[CH:7]=[CH:6][CH:5]=[CH:4][CH:3]=1.CN(C(ON1N=NC2[CH:45]=[CH:46][CH:47]=[CH:48][C:43]1=2)=[N+](C)C)C.F[P-](F)(F)(F)(F)F.CC[N:60]([CH:64]([CH3:66])[CH3:65])[CH:61]([CH3:63])C.S(O)(O)(=O)=[O:68].[NH2:72][C:73]1[NH:74][CH:75]=[CH:76][N:77]=1. (6) Given the product [ClH:24].[ClH:24].[CH3:26][CH:21]1[CH2:22][N:17]([C:13]2[CH:14]=[C:15]3[C:10](=[CH:11][CH:12]=2)[CH2:9][NH:8][CH2:16]3)[CH2:18][CH2:19][NH:20]1, predict the reactants needed to synthesize it. The reactants are: C(OC([N:8]1[CH2:16][C:15]2[C:10](=[CH:11][CH:12]=[C:13]([N:17]3[CH2:22][CH2:21][N:20](C)[CH2:19][CH2:18]3)[CH:14]=2)[CH2:9]1)=O)(C)(C)C.[ClH:24].O1CCOC[CH2:26]1. (7) The reactants are: [NH:1]1[CH2:6][CH2:5][O:4][CH:3]([CH:7]([C:9]2[CH:10]=[N:11][CH:12]=[CH:13][CH:14]=2)[OH:8])[CH2:2]1.BrC1C=NC=CC=1.[F:22][C:23]([F:33])([F:32])[O:24][C:25]1[CH:30]=[CH:29][CH:28]=[CH:27][C:26]=1O. Given the product [N:11]1[CH:12]=[CH:13][CH:14]=[C:9]([C@H:7]([O:8][C:26]2[CH:27]=[CH:28][CH:29]=[CH:30][C:25]=2[O:24][C:23]([F:22])([F:33])[F:32])[C@@H:3]2[O:4][CH2:5][CH2:6][NH:1][CH2:2]2)[CH:10]=1, predict the reactants needed to synthesize it.